Dataset: Catalyst prediction with 721,799 reactions and 888 catalyst types from USPTO. Task: Predict which catalyst facilitates the given reaction. (1) Reactant: [CH3:1][N:2]1[C:6]2[CH:7]=[CH:8][C:9]([C:11]([NH:13][CH2:14][C:15](O)=[O:16])=[O:12])=[CH:10][C:5]=2[N:4]=[C:3]1[NH:18][C:19]1[S:20][C:21]2[CH:27]=[C:26]([O:28][C:29]([F:32])([F:31])[F:30])[CH:25]=[CH:24][C:22]=2[N:23]=1.[CH3:33][N:34]([CH3:40])[C@H:35]1[CH2:39][CH2:38][NH:37][CH2:36]1.CN(C(ON1N=NC2C=CC=CC1=2)=[N+](C)C)C.F[P-](F)(F)(F)(F)F.CCN(C(C)C)C(C)C. Product: [CH3:33][N:34]([CH3:40])[C@H:35]1[CH2:39][CH2:38][N:37]([C:15](=[O:16])[CH2:14][NH:13][C:11]([C:9]2[CH:8]=[CH:7][C:6]3[N:2]([CH3:1])[C:3]([NH:18][C:19]4[S:20][C:21]5[CH:27]=[C:26]([O:28][C:29]([F:32])([F:30])[F:31])[CH:25]=[CH:24][C:22]=5[N:23]=4)=[N:4][C:5]=3[CH:10]=2)=[O:12])[CH2:36]1. The catalyst class is: 3. (2) Reactant: [Cl:1][C:2]1[CH:7]=[CH:6][C:5]([N:8]2[C:16](=[O:17])[C:15]3[N:14]=[CH:13][N:12]([C:18]4[CH:23]=[CH:22][CH:21]=[CH:20][CH:19]=4)[C:11]=3[N:10]=[C:9]2[C:24]2[CH:29]=[CH:28][C:27](I)=[CH:26][CH:25]=2)=[CH:4][CH:3]=1.[S:31]1[CH:35]=[CH:34][C:33](B(O)O)=[CH:32]1.C([O-])([O-])=O.[Na+].[Na+]. Product: [Cl:1][C:2]1[CH:7]=[CH:6][C:5]([N:8]2[C:16](=[O:17])[C:15]3[N:14]=[CH:13][N:12]([C:18]4[CH:23]=[CH:22][CH:21]=[CH:20][CH:19]=4)[C:11]=3[N:10]=[C:9]2[C:24]2[CH:29]=[CH:28][C:27]([C:33]3[CH:34]=[CH:35][S:31][CH:32]=3)=[CH:26][CH:25]=2)=[CH:4][CH:3]=1. The catalyst class is: 741. (3) Reactant: [CH:1]1([SH:6])[CH2:5][CH2:4][CH2:3][CH2:2]1.[H-].[Na+].Cl[CH2:10][C:11](=[O:13])[CH3:12]. Product: [CH:1]1([S:6][CH2:10][C:11](=[O:13])[CH3:12])[CH2:5][CH2:4][CH2:3][CH2:2]1. The catalyst class is: 1. (4) Reactant: Cl[C:2]1[C:11]2[C:6](=[CH:7][N:8]=[C:9]([F:12])[CH:10]=2)[N:5]=[CH:4][C:3]=1[C:13]#[N:14].[O:15]([C:22]1[CH:23]=[C:24]([CH:26]=[CH:27][CH:28]=1)[NH2:25])[C:16]1[CH:21]=[CH:20][CH:19]=[CH:18][CH:17]=1.CCOC(C)=O.ClC1C2C(=NC=CC=2)N=CC=1. Product: [F:12][C:9]1[CH:10]=[C:11]2[C:6](=[CH:7][N:8]=1)[N:5]=[CH:4][C:3]([C:13]#[N:14])=[C:2]2[NH:25][C:24]1[CH:26]=[CH:27][CH:28]=[C:22]([O:15][C:16]2[CH:17]=[CH:18][CH:19]=[CH:20][CH:21]=2)[CH:23]=1. The catalyst class is: 486. (5) Reactant: [CH3:1][N:2]([S:20]([C:23]1[S:24][CH:25]=[CH:26][CH:27]=1)(=[O:22])=[O:21])[C:3]1[CH:4]=[C:5]([O:15][C:16]([F:19])([F:18])[F:17])[CH:6]=[C:7]2[C:11]=1[NH:10][C:9]([C:12](O)=[O:13])=[CH:8]2.[CH2:28]([S:35][CH:36]([CH:39]([O:42][CH3:43])[O:40][CH3:41])[CH2:37][NH2:38])[C:29]1[CH:34]=[CH:33][CH:32]=[CH:31][CH:30]=1.C(N(C(C)C)CC)(C)C.F[P-](F)(F)(F)(F)F.N1(OC(N(C)C)=[N+](C)C)C2N=CC=CC=2N=N1. Product: [CH2:28]([S:35][CH:36]([CH:39]([O:40][CH3:41])[O:42][CH3:43])[CH2:37][NH:38][C:12]([C:9]1[NH:10][C:11]2[C:7]([CH:8]=1)=[CH:6][C:5]([O:15][C:16]([F:17])([F:19])[F:18])=[CH:4][C:3]=2[N:2]([CH3:1])[S:20]([C:23]1[S:24][CH:25]=[CH:26][CH:27]=1)(=[O:21])=[O:22])=[O:13])[C:29]1[CH:34]=[CH:33][CH:32]=[CH:31][CH:30]=1. The catalyst class is: 145.